This data is from Forward reaction prediction with 1.9M reactions from USPTO patents (1976-2016). The task is: Predict the product of the given reaction. The product is: [N:1]1[CH:6]=[CH:5][CH:4]=[CH:3][C:2]=1[CH:7]([CH:13]1[CH2:18][CH2:17][CH2:16][CH2:15][CH2:14]1)[CH3:9]. Given the reactants [N:1]1[CH:6]=[CH:5][CH:4]=[CH:3][C:2]=1[CH3:7].[Li+].[CH3:9]CC[CH2-].[CH:13]1(CBr)[CH2:18][CH2:17][CH2:16][CH2:15][CH2:14]1, predict the reaction product.